Dataset: Forward reaction prediction with 1.9M reactions from USPTO patents (1976-2016). Task: Predict the product of the given reaction. (1) Given the reactants [Br:1][C:2]1[CH:3]=[CH:4][C:5]([F:29])=[C:6]([C@@:8]2([CH3:28])[N:13]([CH2:14][C:15]3[CH:20]=[CH:19][C:18]([O:21][CH3:22])=[CH:17][C:16]=3[O:23][CH3:24])[C:12](=[O:25])[CH2:11][S:10](=[O:27])(=[O:26])[CH2:9]2)[CH:7]=1.[CH2:30](Br)[CH:31]=[CH2:32].C(=O)([O-])[O-].[K+].[K+].[CH3:40][C:41]([CH3:43])=O, predict the reaction product. The product is: [CH2:30]([C:11]1([CH2:43][CH:41]=[CH2:40])[S:10](=[O:26])(=[O:27])[CH2:9][C@:8]([C:6]2[CH:7]=[C:2]([Br:1])[CH:3]=[CH:4][C:5]=2[F:29])([CH3:28])[N:13]([CH2:14][C:15]2[CH:20]=[CH:19][C:18]([O:21][CH3:22])=[CH:17][C:16]=2[O:23][CH3:24])[C:12]1=[O:25])[CH:31]=[CH2:32]. (2) The product is: [NH2:8][C:9]1[S:13][N:12]=[C:11](/[C:14](=[N:45]/[O:46][C:47]([C:50]([OH:52])=[O:51])([CH3:48])[CH3:49])/[C:15]([NH:17][C@@H:18]2[C:43](=[O:44])[N:20]3[C:21]([C:27]([O-:29])=[O:28])=[C:22]([CH2:25][N+:72]4[N:73]([CH2:83][CH2:84][OH:85])[C:74]([NH2:75])=[C:70]([CH2:69][CH2:68][CH2:67][NH2:66])[CH:71]=4)[CH2:23][S:24][C@H:19]23)=[O:16])[N:10]=1. Given the reactants C(OC([NH:8][C:9]1[S:13][N:12]=[C:11](/[C:14](=[N:45]/[O:46][C:47]([C:50]([O:52]C(C)(C)C)=[O:51])([CH3:49])[CH3:48])/[C:15]([NH:17][C@@H:18]2[C:43](=[O:44])[N:20]3[C:21]([C:27]([O:29]C(C4C=CC=CC=4)C4C=CC=CC=4)=[O:28])=[C:22]([CH2:25]Cl)[CH2:23][S:24][C@H:19]23)=[O:16])[N:10]=1)=O)(C)(C)C.[I-].[Na+].C(OC([NH:66][CH2:67][CH2:68][CH2:69][C:70]1[CH:71]=[N:72][N:73]([CH2:83][CH2:84][O:85]C(C2C=CC=CC=2)(C2C=CC=CC=2)C2C=CC=CC=2)[C:74]=1[NH:75]C(OC(C)(C)C)=O)=O)(C)(C)C.C(OCC)(=O)C, predict the reaction product. (3) Given the reactants [CH3:1][O:2][C:3](=[O:18])[C:4]1[CH:9]=[CH:8][CH:7]=[CH:6][C:5]=1[C:10]#[C:11][C:12]1[CH:17]=[CH:16][N:15]=[CH:14][CH:13]=1, predict the reaction product. The product is: [CH3:1][O:2][C:3](=[O:18])[C:4]1[CH:9]=[CH:8][CH:7]=[CH:6][C:5]=1[CH2:10][CH2:11][C:12]1[CH:17]=[CH:16][N:15]=[CH:14][CH:13]=1. (4) Given the reactants N1([C:6]([C:8]2[CH:9]=[C:10]([C:18]3[N:19]=[C:20]([C:23]4[CH:28]=[CH:27][N:26]=[CH:25][CH:24]=4)[S:21][CH:22]=3)[C:11](=[O:17])[NH:12][C:13]=2[CH:14]([CH3:16])[CH3:15])=[O:7])C=CN=C1.[N:29]1([CH2:34][CH2:35][OH:36])[CH2:33][CH2:32][CH2:31][CH2:30]1, predict the reaction product. The product is: [N:29]1([CH2:34][CH2:35][O:36][C:6]([C:8]2[CH:9]=[C:10]([C:18]3[N:19]=[C:20]([C:23]4[CH:28]=[CH:27][N:26]=[CH:25][CH:24]=4)[S:21][CH:22]=3)[C:11](=[O:17])[NH:12][C:13]=2[CH:14]([CH3:16])[CH3:15])=[O:7])[CH2:33][CH2:32][CH2:31][CH2:30]1.